Dataset: Catalyst prediction with 721,799 reactions and 888 catalyst types from USPTO. Task: Predict which catalyst facilitates the given reaction. (1) Reactant: [Br:1][C:2]1[C:7]([C:8]([OH:10])=O)=[CH:6][C:5]([NH:11][C:12]([NH:14][CH2:15][CH3:16])=[O:13])=[N:4][CH:3]=1.CN(C(ON1N=NC2C=CC=NC1=2)=[N+](C)C)C.F[P-](F)(F)(F)(F)F.CCN(C(C)C)C(C)C.[C:50]([NH:58][NH2:59])(=[O:57])[C:51]1[CH:56]=[CH:55][CH:54]=[CH:53][CH:52]=1. Product: [C:50]([NH:58][NH:59][C:8]([C:7]1[C:2]([Br:1])=[CH:3][N:4]=[C:5]([NH:11][C:12]([NH:14][CH2:15][CH3:16])=[O:13])[CH:6]=1)=[O:10])(=[O:57])[C:51]1[CH:56]=[CH:55][CH:54]=[CH:53][CH:52]=1. The catalyst class is: 3. (2) Reactant: [CH3:1][O:2][C:3]1[CH:8]=[CH:7][C:6]([O:9][C:10](=[O:12])[CH3:11])=[CH:5][CH:4]=1.C([O-])(=O)C.[Na+].[Br:18]Br. Product: [Br:18][C:4]1[CH:5]=[C:6]([O:9][C:10](=[O:12])[CH3:11])[CH:7]=[CH:8][C:3]=1[O:2][CH3:1]. The catalyst class is: 15. (3) Reactant: [CH3:1][N:2]1[CH:6]=[CH:5][N:4]=[C:3]1[CH:7]=[O:8].CC1C=CC(S(O)(=O)=O)=[CH:14][CH:15]=1.C(=O)(O)[O-:21].[Na+]. Product: [O:8]1[CH2:15][CH2:14][O:21][CH:7]1[C:3]1[N:2]([CH3:1])[CH:6]=[CH:5][N:4]=1. The catalyst class is: 11. (4) Reactant: [H-].[Na+].[NH:3]1[CH:7]=[CH:6][N:5]=[N:4]1.[F:8][C:9]1[CH:10]=[C:11]([C:16]2[CH2:20][CH:19]([CH2:21][N:22]3[CH:26]=[CH:25][N:24]=[N:23]3)[O:18][N:17]=2)[CH:12]=[CH:13][C:14]=1F. Product: [F:8][C:9]1[CH:10]=[C:11]([C:16]2[CH2:20][CH:19]([CH2:21][N:22]3[CH:26]=[CH:25][N:24]=[N:23]3)[O:18][N:17]=2)[CH:12]=[CH:13][C:14]=1[N:3]1[CH:7]=[CH:6][N:5]=[N:4]1. The catalyst class is: 9. (5) The catalyst class is: 8. Reactant: [C:1]([O:7][CH2:8][CH3:9])(=[O:6])[CH2:2][C:3]([CH3:5])=O.[CH3:10]OC(OC)N(C)C.Cl.[C:19]1([NH:25][NH2:26])[CH:24]=[CH:23][CH:22]=[CH:21][CH:20]=1. Product: [CH3:5][C:3]1[N:25]([C:19]2[CH:24]=[CH:23][CH:22]=[CH:21][CH:20]=2)[N:26]=[CH:10][C:2]=1[C:1]([O:7][CH2:8][CH3:9])=[O:6]. (6) Reactant: [Br:1][C:2]1[CH:7]=[CH:6][N:5]2[N:8]=[C:9]([C:15]3[CH:20]=[CH:19][C:18]([O:21][CH3:22])=[CH:17][CH:16]=3)[C:10]([CH:11]=[CH:12][O:13]C)=[C:4]2[CH:3]=1.Cl.O. Product: [Br:1][C:2]1[CH:7]=[CH:6][N:5]2[N:8]=[C:9]([C:15]3[CH:16]=[CH:17][C:18]([O:21][CH3:22])=[CH:19][CH:20]=3)[C:10]([CH2:11][CH:12]=[O:13])=[C:4]2[CH:3]=1. The catalyst class is: 1. (7) Reactant: [Cl:1][C:2]1[CH:3]=[C:4](/[CH:9]=[C:10](\[CH3:14])/[C:11](O)=[O:12])[CH:5]=[CH:6][C:7]=1[F:8].Cl.[CH3:16][NH:17][O:18][CH3:19].O.ON1C2C=CC=CC=2N=N1.Cl.C(N=C=NCCCN(C)C)C.C(N(C(C)C)CC)(C)C. Product: [Cl:1][C:2]1[CH:3]=[C:4](/[CH:9]=[C:10](\[CH3:14])/[C:11]([N:17]([O:18][CH3:19])[CH3:16])=[O:12])[CH:5]=[CH:6][C:7]=1[F:8]. The catalyst class is: 18.